The task is: Predict hERG channel inhibition at various concentrations.. This data is from hERG Central: cardiac toxicity at 1µM, 10µM, and general inhibition. (1) The molecule is O=C(CSc1ccc(-c2ccco2)nn1)Nc1ccc(F)cc1. Results: hERG_inhib (hERG inhibition (general)): blocker. (2) The compound is Cc1sc2nc(CSc3ccccc3)nc(NCCN(C)C)c2c1C. Results: hERG_inhib (hERG inhibition (general)): blocker. (3) The compound is CCN1CCN(c2cc(C)c3cc(NC(=O)c4cncc(Br)c4)ccc3n2)CC1. Results: hERG_inhib (hERG inhibition (general)): blocker.